The task is: Binary Classification. Given a T-cell receptor sequence (or CDR3 region) and an epitope sequence, predict whether binding occurs between them.. This data is from TCR-epitope binding with 47,182 pairs between 192 epitopes and 23,139 TCRs. (1) The epitope is RQLLFVVEV. The TCR CDR3 sequence is CASSSHRTDTQYF. Result: 1 (the TCR binds to the epitope). (2) The epitope is VTEHDTLLY. The TCR CDR3 sequence is CASSLGTSGSYEQYF. Result: 1 (the TCR binds to the epitope). (3) The epitope is TLIGDCATV. The TCR CDR3 sequence is CACLDRGEGEQFF. Result: 0 (the TCR does not bind to the epitope). (4) The epitope is FLPRVFSAV. The TCR CDR3 sequence is CASSLDAVGFYGYTF. Result: 0 (the TCR does not bind to the epitope). (5) The epitope is YFPLQSYGF. The TCR CDR3 sequence is CASSSPRESTDTQYF. Result: 0 (the TCR does not bind to the epitope). (6) The epitope is YFPLQSYGF. The TCR CDR3 sequence is CASSQELGNTEAFF. Result: 0 (the TCR does not bind to the epitope).